From a dataset of Catalyst prediction with 721,799 reactions and 888 catalyst types from USPTO. Predict which catalyst facilitates the given reaction. (1) Reactant: [CH3:1][C:2]1[CH:3]=[C:4]([CH:8]=[CH:9][C:10]=1[N:11]1[CH2:17][CH2:16][CH2:15][N:14]([CH3:18])[CH2:13][CH2:12]1)[C:5](Cl)=[O:6].[Cl:19][C:20]1[CH:31]=[CH:30][C:23]2[NH:24][C:25]([C@@H:27]([NH2:29])[CH3:28])=[N:26][C:22]=2[CH:21]=1. Product: [Cl:19][C:20]1[CH:31]=[CH:30][C:23]2[NH:24][C:25]([C@@H:27]([NH:29][C:5](=[O:6])[C:4]3[CH:8]=[CH:9][C:10]([N:11]4[CH2:17][CH2:16][CH2:15][N:14]([CH3:18])[CH2:13][CH2:12]4)=[C:2]([CH3:1])[CH:3]=3)[CH3:28])=[N:26][C:22]=2[CH:21]=1. The catalyst class is: 1. (2) Reactant: Cl[S:2]([C:5]1[C:6]([F:16])=[C:7]([C:11]([O:13][CH2:14][CH3:15])=[O:12])[N:8]([CH3:10])[CH:9]=1)(=[O:4])=[O:3].[C:17]([NH2:21])([CH3:20])([CH3:19])[CH3:18]. Product: [C:17]([NH:21][S:2]([C:5]1[C:6]([F:16])=[C:7]([C:11]([O:13][CH2:14][CH3:15])=[O:12])[N:8]([CH3:10])[CH:9]=1)(=[O:4])=[O:3])([CH3:20])([CH3:19])[CH3:18]. The catalyst class is: 10. (3) Reactant: [O:1]1[CH2:6][CH2:5][N:4]([CH2:7][CH2:8][CH2:9][NH:10][C:11]2[CH:12]=[C:13]([CH2:17][CH:18]([O:22][CH2:23][CH3:24])[C:19]([OH:21])=[O:20])[CH:14]=[CH:15][CH:16]=2)[C:3]2[CH:25]=[CH:26][CH:27]=[CH:28][C:2]1=2.[NH2:29][C@H:30]([C:38]([OH:40])=[O:39])[CH2:31][CH2:32][CH2:33][NH:34][C:35](=[NH:37])[NH2:36]. Product: [NH2:29][C@H:30]([C:38]([OH:40])=[O:39])[CH2:31][CH2:32][CH2:33][NH:34][C:35](=[NH:36])[NH2:37].[O:1]1[CH2:6][CH2:5][N:4]([CH2:7][CH2:8][CH2:9][NH:10][C:11]2[CH:12]=[C:13]([CH2:17][CH:18]([O:22][CH2:23][CH3:24])[C:19]([OH:21])=[O:20])[CH:14]=[CH:15][CH:16]=2)[C:3]2[CH:25]=[CH:26][CH:27]=[CH:28][C:2]1=2. The catalyst class is: 5. (4) Reactant: [NH2:1][CH:2]1[CH2:10][C:9]2[C:4](=[CH:5][CH:6]=[CH:7][CH:8]=2)[CH2:3]1.[Li]. Product: [CH2:3]1[C:4]2[CH2:5][CH:6]=[CH:7][CH2:8][C:9]=2[CH2:10][CH:2]1[NH2:1]. The catalyst class is: 328. (5) Reactant: [Cl:1][CH2:2][CH2:3][CH2:4][C:5](Cl)=[O:6].[C:8]1([CH2:14][C:15]([NH:17][NH2:18])=[O:16])[CH:13]=[CH:12][CH:11]=[CH:10][CH:9]=1.CCN(C(C)C)C(C)C.Cl. Product: [Cl:1][CH2:2][CH2:3][CH2:4][C:5]([NH:18][NH:17][C:15](=[O:16])[CH2:14][C:8]1[CH:9]=[CH:10][CH:11]=[CH:12][CH:13]=1)=[O:6]. The catalyst class is: 2. (6) Reactant: C(N(CC)CC)C.[S:8](Cl)([CH3:11])(=[O:10])=[O:9].[F:13][C:14]1[CH:19]=[CH:18][C:17]([C:20]2[CH:21]=[CH:22][C:23]([N:26]3[CH2:35][CH2:34][C:29]4([CH2:32][CH:31]([OH:33])[CH2:30]4)[CH2:28][CH2:27]3)=[N:24][CH:25]=2)=[CH:16][CH:15]=1. Product: [CH3:11][S:8]([O:33][CH:31]1[CH2:30][C:29]2([CH2:34][CH2:35][N:26]([C:23]3[CH:22]=[CH:21][C:20]([C:17]4[CH:16]=[CH:15][C:14]([F:13])=[CH:19][CH:18]=4)=[CH:25][N:24]=3)[CH2:27][CH2:28]2)[CH2:32]1)(=[O:10])=[O:9]. The catalyst class is: 4. (7) Reactant: [Br:1][C:2]1[C:3]2[CH:4]=[C:5]3[CH2:14][NH:13][CH2:12][CH2:11][N:6]3[C:7]=2[CH:8]=[CH:9][CH:10]=1.FC(F)(F)C(O)=O.[BH4-].[Na+].[OH-].[Na+]. Product: [Br:1][C:2]1[C:3]2[CH2:4][CH:5]3[CH2:14][NH:13][CH2:12][CH2:11][N:6]3[C:7]=2[CH:8]=[CH:9][CH:10]=1. The catalyst class is: 1. (8) Reactant: Br[C:2]1[CH:3]=[C:4]([CH3:8])[CH:5]=[CH:6][CH:7]=1.[Li]CCCC.CON(C)[C:17]([C:19]1[CH:20]=[N:21][C:22]2[C:27]([C:28]=1[C:29]1[CH:34]=[CH:33][CH:32]=[CH:31][CH:30]=1)=[CH:26][CH:25]=[CH:24][C:23]=2[C:35]([F:38])([F:37])[F:36])=[O:18].Cl. Product: [CH3:8][C:4]1[CH:3]=[C:2]([C:17]([C:19]2[CH:20]=[N:21][C:22]3[C:27]([C:28]=2[C:29]2[CH:30]=[CH:31][CH:32]=[CH:33][CH:34]=2)=[CH:26][CH:25]=[CH:24][C:23]=3[C:35]([F:38])([F:37])[F:36])=[O:18])[CH:7]=[CH:6][CH:5]=1. The catalyst class is: 36.